From a dataset of Full USPTO retrosynthesis dataset with 1.9M reactions from patents (1976-2016). Predict the reactants needed to synthesize the given product. (1) The reactants are: [CH3:1][O:2][C:3]1[CH:4]=[C:5]([NH:9][C:10]2[C:22]3[C:21]4[C:16](=[CH:17][CH:18]=[CH:19][CH:20]=4)[NH:15][C:14]=3[N:13]=[C:12]([NH:23]C(=O)C(C)(C)C)[N:11]=2)[CH:6]=[CH:7][CH:8]=1.[OH-].[Na+].C(Cl)(Cl)Cl.CO. Given the product [CH3:1][O:2][C:3]1[CH:4]=[C:5]([NH:9][C:10]2[C:22]3[C:21]4[C:16](=[CH:17][CH:18]=[CH:19][CH:20]=4)[NH:15][C:14]=3[N:13]=[C:12]([NH2:23])[N:11]=2)[CH:6]=[CH:7][CH:8]=1, predict the reactants needed to synthesize it. (2) Given the product [CH3:23][N:24]([CH3:32])[CH:25]=[C:26]([C:4](=[O:6])[C:3]1[CH:7]=[C:8]([I:11])[CH:9]=[CH:10][C:2]=1[F:1])[C:27]([O:29][CH2:30][CH3:31])=[O:28], predict the reactants needed to synthesize it. The reactants are: [F:1][C:2]1[CH:10]=[CH:9][C:8]([I:11])=[CH:7][C:3]=1[C:4]([OH:6])=O.S(Cl)(Cl)=O.C(N(CC)CC)C.[CH3:23][N:24]([CH3:32])/[CH:25]=[CH:26]\[C:27]([O:29][CH2:30][CH3:31])=[O:28]. (3) Given the product [Cl:1][C:2]1[C:7]([Cl:8])=[C:6]([C:9]2[S:13][C:12]([C:14]3[O:15][C:18]([C:19]([OH:22])([CH3:21])[CH3:20])=[N:17][N:16]=3)=[N:11][C:10]=2[CH2:24][N:25]2[CH2:30][CH2:29][CH2:28][C:27]([F:32])([F:31])[CH2:26]2)[CH:5]=[CH:4][C:3]=1[S:33]([NH:36][C@@H:37]([CH2:42][CH3:43])[C:38]([F:41])([F:39])[F:40])(=[O:35])=[O:34], predict the reactants needed to synthesize it. The reactants are: [Cl:1][C:2]1[C:7]([Cl:8])=[C:6]([C:9]2[S:13][C:12]([C:14]([NH:16][NH:17][C:18](=O)[C:19]([OH:22])([CH3:21])[CH3:20])=[O:15])=[N:11][C:10]=2[CH2:24][N:25]2[CH2:30][CH2:29][CH2:28][C:27]([F:32])([F:31])[CH2:26]2)[CH:5]=[CH:4][C:3]=1[S:33]([NH:36][C@@H:37]([CH2:42][CH3:43])[C:38]([F:41])([F:40])[F:39])(=[O:35])=[O:34].S(Cl)(C1C=CC(C)=CC=1)(=O)=O.O. (4) Given the product [CH3:24][N:22]1[CH:23]=[C:19]([C:14]2[CH:15]=[CH:16][C:17](=[O:18])[N:12]([CH2:11][C:10]3[CH:25]=[CH:26][CH:27]=[C:8]([C:5]4[N:6]=[CH:7][C:2]([O:1][CH2:53][CH2:54][N:55]5[CH2:60][CH2:59][O:58][CH2:57][CH2:56]5)=[CH:3][N:4]=4)[CH:9]=3)[N:13]=2)[CH:20]=[N:21]1, predict the reactants needed to synthesize it. The reactants are: [OH:1][C:2]1[CH:3]=[N:4][C:5]([C:8]2[CH:9]=[C:10]([CH:25]=[CH:26][CH:27]=2)[CH2:11][N:12]2[C:17](=[O:18])[CH:16]=[CH:15][C:14]([C:19]3[CH:20]=[N:21][N:22]([CH3:24])[CH:23]=3)=[N:13]2)=[N:6][CH:7]=1.C1COCC1.C1(P(C2C=CC=CC=2)C2C=CC=CC=2)C=CC=CC=1.O[CH2:53][CH2:54][N:55]1[CH2:60][CH2:59][O:58][CH2:57][CH2:56]1.CC(OC(/N=N/C(OC(C)C)=O)=O)C. (5) The reactants are: [ClH:1].Cl.[NH2:3][C:4]1[CH:23]=[CH:22][C:7]2[CH:8]=[C:9]([C:11]([NH:13][C@@H:14]3[CH:19]4[CH2:20][CH2:21][N:16]([CH2:17][CH2:18]4)[CH2:15]3)=[O:12])[S:10][C:6]=2[CH:5]=1.C(N(CC)CC)C.[CH:31]1([N:37]=[C:38]=[O:39])[CH2:36][CH2:35][CH2:34][CH2:33][CH2:32]1. Given the product [ClH:1].[N:16]12[CH2:21][CH2:20][CH:19]([CH2:18][CH2:17]1)[C@@H:14]([NH:13][C:11]([C:9]1[S:10][C:6]3[CH:5]=[C:4]([NH:3][C:38]([NH:37][CH:31]4[CH2:36][CH2:35][CH2:34][CH2:33][CH2:32]4)=[O:39])[CH:23]=[CH:22][C:7]=3[CH:8]=1)=[O:12])[CH2:15]2, predict the reactants needed to synthesize it. (6) Given the product [F:1][C:2]([F:20])([F:19])[C:3]([O:17][CH3:18])([CH3:16])[CH2:4][NH2:5], predict the reactants needed to synthesize it. The reactants are: [F:1][C:2]([F:20])([F:19])[C:3]([O:17][CH3:18])([CH3:16])[CH2:4][N:5]1C(=O)C2C(=CC=CC=2)C1=O.NN.